Dataset: Full USPTO retrosynthesis dataset with 1.9M reactions from patents (1976-2016). Task: Predict the reactants needed to synthesize the given product. (1) Given the product [F:1][C:2]1[C:7]([F:8])=[C:6]([F:9])[CH:5]=[C:4]([F:10])[C:3]=1[N:11]([C:21](=[O:22])[CH2:20][Cl:19])[C:12]1[CH:17]=[CH:16][C:15]([CH3:18])=[CH:14][CH:13]=1, predict the reactants needed to synthesize it. The reactants are: [F:1][C:2]1[C:7]([F:8])=[C:6]([F:9])[CH:5]=[C:4]([F:10])[C:3]=1[NH:11][C:12]1[CH:17]=[CH:16][C:15]([CH3:18])=[CH:14][CH:13]=1.[Cl:19][CH2:20][C:21](Cl)=[O:22]. (2) The reactants are: [C:1]([CH2:3][C:4]([O:6][CH3:7])=[O:5])#[N:2].[CH3:8][C:9]1([CH3:16])[O:13][CH:12](CO)[CH2:11][O:10]1. Given the product [C:1]([CH2:3][C:4]([O:6][CH2:7][CH:11]1[CH2:12][O:13][C:9]([CH3:16])([CH3:8])[O:10]1)=[O:5])#[N:2], predict the reactants needed to synthesize it. (3) Given the product [C:13]([CH2:15][C:16]([NH:12][C:10]([NH:9][C:3]1[CH:4]=[CH:5][C:6]([I:8])=[CH:7][C:2]=1[F:1])=[O:11])=[O:17])#[N:14], predict the reactants needed to synthesize it. The reactants are: [F:1][C:2]1[CH:7]=[C:6]([I:8])[CH:5]=[CH:4][C:3]=1[NH:9][C:10]([NH2:12])=[O:11].[C:13]([CH2:15][C:16](O)=[O:17])#[N:14].CS(Cl)(=O)=O.O.C(O)(C)C. (4) Given the product [CH3:1][O:2][C:3]1[C:11]([O:12][CH3:13])=[CH:10][CH:9]=[C:8]2[C:4]=1[CH:5]=[C:6]([CH3:14])[NH:7]2, predict the reactants needed to synthesize it. The reactants are: [CH3:1][O:2][C:3]1[C:11]([O:12][CH3:13])=[CH:10][CH:9]=[C:8]2[C:4]=1[CH:5]=[C:6]([CH2:14]O)[NH:7]2.C([SiH](CC)CC)C.FC(F)(F)C(O)=O.